Dataset: Forward reaction prediction with 1.9M reactions from USPTO patents (1976-2016). Task: Predict the product of the given reaction. (1) Given the reactants Cl[C:2]1[N:7]2[N:8]=[C:9]([CH3:11])[N:10]=[C:6]2[C:5]2[CH:12]=[C:13]([Cl:16])[CH:14]=[N:15][C:4]=2[N:3]=1.[CH3:17][N:18]1[CH2:23][CH2:22][NH:21][CH2:20][CH2:19]1, predict the reaction product. The product is: [Cl:16][C:13]1[CH:14]=[N:15][C:4]2[N:3]=[C:2]([N:21]3[CH2:22][CH2:23][N:18]([CH3:17])[CH2:19][CH2:20]3)[N:7]3[N:8]=[C:9]([CH3:11])[N:10]=[C:6]3[C:5]=2[CH:12]=1. (2) The product is: [Br:1][C:2]1[N:7]=[CH:6][C:5]2[N:8]=[C:27]([CH2:28][NH2:24])[N:9]([CH:10]([CH3:12])[CH3:11])[C:4]=2[CH:3]=1. Given the reactants [Br:1][C:2]1[N:7]=[CH:6][C:5]([NH2:8])=[C:4]([NH:9][CH:10]([CH3:12])[CH3:11])[CH:3]=1.CN=C=S.F[P-](F)(F)(F)(F)F.[N:24]1(O[P+](N(C)C)(N(C)C)N(C)C)[C:28]2C=CC=C[C:27]=2N=N1.N12CCCN=C1CCCCC2, predict the reaction product.